From a dataset of NCI-60 drug combinations with 297,098 pairs across 59 cell lines. Regression. Given two drug SMILES strings and cell line genomic features, predict the synergy score measuring deviation from expected non-interaction effect. (1) Drug 1: CN(C)N=NC1=C(NC=N1)C(=O)N. Drug 2: CS(=O)(=O)OCCCCOS(=O)(=O)C. Cell line: UACC62. Synergy scores: CSS=-0.0835, Synergy_ZIP=-2.72, Synergy_Bliss=-4.71, Synergy_Loewe=-5.69, Synergy_HSA=-5.47. (2) Drug 1: C1CCC(C1)C(CC#N)N2C=C(C=N2)C3=C4C=CNC4=NC=N3. Drug 2: CC1=C(C(=O)C2=C(C1=O)N3CC4C(C3(C2COC(=O)N)OC)N4)N. Cell line: SK-MEL-2. Synergy scores: CSS=29.3, Synergy_ZIP=-12.4, Synergy_Bliss=-9.82, Synergy_Loewe=-63.8, Synergy_HSA=-14.2. (3) Drug 1: COC1=C(C=C2C(=C1)N=CN=C2NC3=CC(=C(C=C3)F)Cl)OCCCN4CCOCC4. Drug 2: CC1=C2C(C(=O)C3(C(CC4C(C3C(C(C2(C)C)(CC1OC(=O)C(C(C5=CC=CC=C5)NC(=O)OC(C)(C)C)O)O)OC(=O)C6=CC=CC=C6)(CO4)OC(=O)C)O)C)O. Cell line: NCI-H226. Synergy scores: CSS=48.2, Synergy_ZIP=11.0, Synergy_Bliss=12.3, Synergy_Loewe=13.6, Synergy_HSA=16.2. (4) Drug 1: C1=C(C(=O)NC(=O)N1)N(CCCl)CCCl. Drug 2: C1C(C(OC1N2C=NC(=NC2=O)N)CO)O. Cell line: LOX IMVI. Synergy scores: CSS=35.1, Synergy_ZIP=-13.4, Synergy_Bliss=-8.86, Synergy_Loewe=-4.94, Synergy_HSA=-4.25. (5) Drug 1: C1C(C(OC1N2C=C(C(=O)NC2=O)F)CO)O. Drug 2: CCCCCOC(=O)NC1=NC(=O)N(C=C1F)C2C(C(C(O2)C)O)O. Cell line: HOP-92. Synergy scores: CSS=27.2, Synergy_ZIP=-1.21, Synergy_Bliss=4.67, Synergy_Loewe=-59.4, Synergy_HSA=6.04.